Dataset: Reaction yield outcomes from USPTO patents with 853,638 reactions. Task: Predict the reaction yield, written as a fraction of the theoretical maximum amount of product (1.0 means a 100% yield; for example, 0.34 means a 34% yield). (1) The reactants are [Li+].[OH-].O.[CH3:4][N:5]([C@@H:15]([CH2:20][CH:21]=[CH2:22])[C:16]([O:18]C)=[O:17])[C:6](=[O:14])[CH:7]([CH2:11][CH2:12][CH3:13])[CH2:8][CH2:9][CH3:10].Cl. The catalyst is C1COCC1. The product is [CH3:4][N:5]([C@@H:15]([CH2:20][CH:21]=[CH2:22])[C:16]([OH:18])=[O:17])[C:6](=[O:14])[CH:7]([CH2:8][CH2:9][CH3:10])[CH2:11][CH2:12][CH3:13]. The yield is 0.950. (2) The reactants are C[O-].[Na+].CS(OCCCCCCCCC[CH:18]1[C:27]2[C:22](=[CH:23][C:24](OCOC)=[CH:25][CH:26]=2)[O:21][CH2:20][CH:19]1C1C=CC(OCOC)=CC=1)(=O)=O.O. The catalyst is CO. The product is [O:21]1[C:22]2[C:27](=[CH:26][CH:25]=[CH:24][CH:23]=2)[CH2:18][CH2:19][CH2:20]1. The yield is 0.680. (3) The reactants are [CH3:1][C:2]1[C:7]2[N:8]=[C:9](N)[S:10][C:6]=2[CH:5]=[CH:4][CH:3]=1.C([CH2:14][O:15][C:16]1[C:17]([F:26])=[C:18]([C:23]([NH2:25])=[O:24])[C:19]([F:22])=[CH:20][CH:21]=1)#N. No catalyst specified. The product is [F:26][C:17]1[C:16]([O:15][CH2:14][C:9]2[S:10][C:6]3[CH:5]=[CH:4][CH:3]=[C:2]([CH3:1])[C:7]=3[N:8]=2)=[CH:21][CH:20]=[C:19]([F:22])[C:18]=1[C:23]([NH2:25])=[O:24]. The yield is 0.360. (4) The reactants are [Br:1][C:2]1[CH:7]=[CH:6][C:5]2[O:8][CH2:9][O:10][C:4]=2[CH:3]=1.C([N-]C(C)C)(C)C.[Li+].[CH:19]1[C:28]2[CH:27]=[CH:26][CH:25]=[C:24]([CH:29]=[O:30])[C:23]=2[CH:22]=[CH:21][N:20]=1.CCOC(C)=O. The catalyst is C1COCC1. The product is [Br:1][C:2]1[CH:7]=[CH:6][C:5]2[O:8][CH2:9][O:10][C:4]=2[C:3]=1[CH:29]([C:24]1[C:23]2[CH:22]=[CH:21][N:20]=[CH:19][C:28]=2[CH:27]=[CH:26][CH:25]=1)[OH:30]. The yield is 0.650. (5) The product is [Br:1][C:2]1[CH:7]=[CH:6][C:5]([CH:8]([C:14]2[CH:15]=[CH:16][C:17]([Cl:20])=[CH:18][CH:19]=2)[CH2:9][CH2:10][NH:12][CH3:13])=[CH:4][CH:3]=1. The yield is 0.620. The catalyst is C(OCC)C. The reactants are [Br:1][C:2]1[CH:7]=[CH:6][C:5]([CH:8]([C:14]2[CH:19]=[CH:18][C:17]([Cl:20])=[CH:16][CH:15]=2)[CH2:9][C:10]([NH:12][CH3:13])=O)=[CH:4][CH:3]=1.[H-].[Al+3].[Li+].[H-].[H-].[H-].[Cl-].[Al+3].[Cl-].[Cl-]. (6) The reactants are [F:1][C:2]1[CH:7]=[C:6]([CH3:8])[CH:5]=[C:4]([F:9])[CH:3]=1.[Li]CCCC.CN([CH:18]=[O:19])C.S(=O)(=O)(O)O. The catalyst is CCOCC. The product is [F:1][C:2]1[CH:7]=[C:6]([CH3:8])[CH:5]=[C:4]([F:9])[C:3]=1[CH:18]=[O:19]. The yield is 0.900.